Dataset: Forward reaction prediction with 1.9M reactions from USPTO patents (1976-2016). Task: Predict the product of the given reaction. (1) Given the reactants Cl[CH:2]1[C:7](=[O:8])[CH2:6][C:5]([CH2:14][CH2:15][C:16]2[CH:21]=[CH:20][C:19]([O:22][CH3:23])=[C:18]([Cl:24])[CH:17]=2)([CH:9]2[CH2:13][CH2:12][CH2:11][CH2:10]2)[O:4][C:3]1=[O:25].[SH:26][C:27]1[N:28]([CH3:36])[C:29]([C:32]([O:34][CH3:35])=[O:33])=[N:30][N:31]=1.O.OC1N=CN=C2C=1NC(S)=N2, predict the reaction product. The product is: [Cl:24][C:18]1[CH:17]=[C:16]([CH2:15][CH2:14][C:5]2([CH:9]3[CH2:13][CH2:12][CH2:11][CH2:10]3)[O:4][C:3](=[O:25])[C:2]([S:26][C:27]3[N:28]([CH3:36])[C:29]([C:32]([O:34][CH3:35])=[O:33])=[N:30][N:31]=3)=[C:7]([OH:8])[CH2:6]2)[CH:21]=[CH:20][C:19]=1[O:22][CH3:23]. (2) Given the reactants [CH3:1][O:2][C:3]1[CH:8]=[C:7]([O:9][CH3:10])[CH:6]=[CH:5][C:4]=1[C:11](=O)[CH2:12][C:13]1[CH:22]=[CH:21][C:16]([C:17]([O:19][CH3:20])=[O:18])=[CH:15][CH:14]=1.[BH4-].[Na+].Cl, predict the reaction product. The product is: [OH:2][C:3]1[CH:8]=[C:7]([OH:9])[CH:6]=[CH:5][C:4]=1/[CH:11]=[CH:12]/[C:13]1[CH:22]=[CH:21][C:16]([C:17]([OH:19])=[O:18])=[CH:15][CH:14]=1.[CH3:1][O:2][C:3]1[CH:8]=[C:7]([O:9][CH3:10])[CH:6]=[CH:5][C:4]=1/[CH:11]=[CH:12]/[C:13]1[CH:22]=[CH:21][C:16]([C:17]([O:19][CH3:20])=[O:18])=[CH:15][CH:14]=1. (3) Given the reactants [Br-].[CH2:2]([O:9][CH2:10][CH2:11][CH2:12][P+](C1C=CC=CC=1)(C1C=CC=CC=1)C1C=CC=CC=1)[C:3]1[CH:8]=[CH:7][CH:6]=[CH:5][CH:4]=1.C1([Li])C=CC=CC=1.[CH2:39]([O:41][C:42]([C:44]1[S:48][C:47]([N:49]2[C:53]3[CH:54]=[C:55]([CH:58]=O)[CH:56]=[CH:57][C:52]=3[N:51]=[CH:50]2)=[N:46][C:45]=1[C:60]1[CH:65]=[CH:64][CH:63]=[C:62]([Cl:66])[CH:61]=1)=[O:43])[CH3:40], predict the reaction product. The product is: [CH2:39]([O:41][C:42]([C:44]1[S:48][C:47]([N:49]2[C:53]3[CH:54]=[C:55]([CH:58]=[CH:12][CH2:11][CH2:10][O:9][CH2:2][C:3]4[CH:4]=[CH:5][CH:6]=[CH:7][CH:8]=4)[CH:56]=[CH:57][C:52]=3[N:51]=[CH:50]2)=[N:46][C:45]=1[C:60]1[CH:65]=[CH:64][CH:63]=[C:62]([Cl:66])[CH:61]=1)=[O:43])[CH3:40].